Task: Predict the product of the given reaction.. Dataset: Forward reaction prediction with 1.9M reactions from USPTO patents (1976-2016) (1) Given the reactants [Cl:1][C:2]1[CH:7]=[CH:6][N:5]=[C:4]2[CH:8]=[C:9]([Sn](CCCC)(CCCC)CCCC)[S:10][C:3]=12.Br[C:25]1[N:29]([CH3:30])[CH:28]=[N:27][CH:26]=1, predict the reaction product. The product is: [Cl:1][C:2]1[CH:7]=[CH:6][N:5]=[C:4]2[CH:8]=[C:9]([C:25]3[N:29]([CH3:30])[CH:28]=[N:27][CH:26]=3)[S:10][C:3]=12. (2) Given the reactants C(OC([NH:11][C@H:12]1[CH2:17][CH2:16][CH2:15][N:14]([P:18]([NH:22][CH3:23])([NH:20][CH3:21])=[O:19])[C:13]1=[O:24])=O)C1C=CC=CC=1, predict the reaction product. The product is: [NH2:11][C@H:12]1[CH2:17][CH2:16][CH2:15][N:14]([P:18]([NH:22][CH3:23])([NH:20][CH3:21])=[O:19])[C:13]1=[O:24]. (3) Given the reactants CN[C:3]([C:5]1[S:6][C:7]([CH3:19])=[C:8]([CH3:18])[C:9]=1[C:10](=[O:17])[C:11]1[CH:16]=[CH:15][CH:14]=[CH:13][CH:12]=1)=[O:4].[OH-:20].[K+], predict the reaction product. The product is: [C:10]([C:9]1[C:8]([CH3:18])=[C:7]([CH3:19])[S:6][C:5]=1[C:3]([OH:20])=[O:4])(=[O:17])[C:11]1[CH:16]=[CH:15][CH:14]=[CH:13][CH:12]=1. (4) Given the reactants [CH:1]1([CH2:8][C:9]([C:11]2[C:19]3[C:14](=[CH:15][CH:16]=[CH:17][C:18]=3[CH3:20])[NH:13][CH:12]=2)=[O:10])[CH2:7][CH2:6][CH2:5][CH2:4][CH2:3][CH2:2]1.C1(=O)O[CH2:24][CH2:23][O:22]1.C1CCN2C(=NCCC2)CC1, predict the reaction product. The product is: [CH:1]1([CH2:8][C:9]([C:11]2[C:19]3[C:14](=[CH:15][CH:16]=[CH:17][C:18]=3[CH3:20])[N:13]([CH2:24][CH2:23][OH:22])[CH:12]=2)=[O:10])[CH2:7][CH2:6][CH2:5][CH2:4][CH2:3][CH2:2]1.